This data is from CYP2C9 inhibition data for predicting drug metabolism from PubChem BioAssay. The task is: Regression/Classification. Given a drug SMILES string, predict its absorption, distribution, metabolism, or excretion properties. Task type varies by dataset: regression for continuous measurements (e.g., permeability, clearance, half-life) or binary classification for categorical outcomes (e.g., BBB penetration, CYP inhibition). Dataset: cyp2c9_veith. (1) The molecule is O=C(c1cnccn1)N1CCC[C@@]2(CCN(c3ccccn3)C2)C1. The result is 0 (non-inhibitor). (2) The molecule is COc1ccc(-c2nc3cnc(OC)nc3n(C)c2=O)cc1. The result is 0 (non-inhibitor). (3) The compound is CCOc1nc(N2CCCCC2)nc(-n2cc(-c3ccccc3)nn2)n1. The result is 1 (inhibitor). (4) The compound is COc1ccc(CONS(=O)(=O)c2ccc(NC(C)=O)cc2)cc1Cl. The result is 1 (inhibitor). (5) The molecule is O=C(c1csnn1)N1CCC2(CC1)CCN(C(c1ccccc1)c1ccccc1)CC2. The result is 0 (non-inhibitor). (6) The compound is Cc1ccc(OCCCN(C)C)c(Br)c1. The result is 0 (non-inhibitor).